From a dataset of Reaction yield outcomes from USPTO patents with 853,638 reactions. Predict the reaction yield, written as a fraction of the theoretical maximum amount of product (1.0 means a 100% yield; for example, 0.34 means a 34% yield). (1) The reactants are [Br:1][C:2]1[C:3](F)=[C:4]2[C:10]([NH:11][C:12](=[O:16])[CH:13]([CH3:15])[CH3:14])=[CH:9][NH:8][C:5]2=[N:6][CH:7]=1.[CH3:18][C@@H:19]1[CH2:24][CH2:23][NH:22][CH2:21][C@H:20]1[NH:25]C(=O)OC(C)(C)C.CCN(C(C)C)C(C)C.C(O)(C(F)(F)F)=O.[ClH:49]. The catalyst is CCCCO.C(Cl)Cl.CO.CCOCC. The product is [ClH:49].[NH2:25][C@H:20]1[C@H:19]([CH3:18])[CH2:24][CH2:23][N:22]([C:3]2[C:2]([Br:1])=[CH:7][N:6]=[C:5]3[NH:8][CH:9]=[C:10]([NH:11][C:12](=[O:16])[CH:13]([CH3:15])[CH3:14])[C:4]=23)[CH2:21]1. The yield is 0.0400. (2) The reactants are CCN(C(C)C)C(C)C.[F:10][C:11]1[CH:12]=[C:13]([N:17]2[CH:21]=[C:20]([C:22]([OH:24])=O)[N:19]=[N:18]2)[CH:14]=[CH:15][CH:16]=1.FC1C=C(C=CC=1)N.C1C=CC2N(O)N=NC=2C=1.CCN=C=NCCCN(C)C.Cl.[NH2:55][CH2:56][C:57]([N:59]1[CH2:64][CH2:63][CH:62]([O:65][C:66]2[CH:71]=[C:70]([F:72])[CH:69]=[CH:68][C:67]=2[Cl:73])[CH2:61][CH2:60]1)=[O:58]. The catalyst is CN(C=O)C.O. The product is [Cl:73][C:67]1[CH:68]=[CH:69][C:70]([F:72])=[CH:71][C:66]=1[O:65][CH:62]1[CH2:63][CH2:64][N:59]([C:57](=[O:58])[CH2:56][NH:55][C:22]([C:20]2[N:19]=[N:18][N:17]([C:13]3[CH:14]=[CH:15][CH:16]=[C:11]([F:10])[CH:12]=3)[CH:21]=2)=[O:24])[CH2:60][CH2:61]1. The yield is 0.927. (3) The reactants are [Cl:1][C:2]1[CH:7]=[CH:6][C:5]([NH:8][C:9]2[C:10]([C:19]([NH:21][NH2:22])=[O:20])=[CH:11][C:12]3[NH:16][CH:15]=[N:14][C:13]=3[C:17]=2[F:18])=[C:4]([CH3:23])[CH:3]=1.[CH:24](OCC)(OCC)OCC.CC1C=CC(S(O)(=O)=O)=CC=1.O. The catalyst is CCO. The product is [Cl:1][C:2]1[CH:7]=[CH:6][C:5]([NH:8][C:9]2[C:10]([C:19]3[O:20][CH:24]=[N:22][N:21]=3)=[CH:11][C:12]3[NH:16][CH:15]=[N:14][C:13]=3[C:17]=2[F:18])=[C:4]([CH3:23])[CH:3]=1. The yield is 0.730. (4) The reactants are [CH3:1][O:2][C:3]1[CH:11]=[C:10]2[C:6]([C:7]([CH3:15])([CH3:14])[C:8](=[O:13])[N:9]2[CH3:12])=[CH:5][CH:4]=1.[CH3:16][O:17]C(Cl)Cl. The catalyst is C(Cl)Cl.Cl[Ti](Cl)(Cl)Cl. The product is [CH3:1][O:2][C:3]1[CH:11]=[C:10]2[C:6]([C:7]([CH3:15])([CH3:14])[C:8](=[O:13])[N:9]2[CH3:12])=[CH:5][C:4]=1[CH:16]=[O:17]. The yield is 0.600. (5) The reactants are C[Si](C)(C)CCOC[N:7]1[C:11]2[N:12]=[CH:13][N:14]=[C:15]([C:16]3[CH:17]=[N:18][N:19]([CH:21]([CH2:25][C:26]#[N:27])[CH2:22][C:23]#[N:24])[CH:20]=3)[C:10]=2[CH:9]=[CH:8]1.C(#N)C.F[B-](F)(F)F.[Li+].[OH-].[NH4+]. The catalyst is O. The product is [N:12]1[C:11]2[NH:7][CH:8]=[CH:9][C:10]=2[C:15]([C:16]2[CH:17]=[N:18][N:19]([CH:21]([CH2:22][C:23]#[N:24])[CH2:25][C:26]#[N:27])[CH:20]=2)=[N:14][CH:13]=1. The yield is 0.910. (6) The reactants are [F:1][C:2]([F:49])([F:48])[CH2:3][N:4]1[CH2:9][CH2:8][N:7]([CH2:10][CH2:11][O:12][CH2:13][C:14]2[CH:19]=[CH:18][CH:17]=[CH:16][C:15]=2[C:20]2[CH:21]=[C:22]3[C:27](=[C:28]([O:30]COCC[Si](C)(C)C)[CH:29]=2)[N:26]=[CH:25][N:24](COCC[Si](C)(C)C)[C:23]3=[O:47])[CH2:6][CH2:5]1.[F:50][C:51]([F:56])([F:55])[C:52]([OH:54])=[O:53]. The catalyst is ClCCl. The product is [F:50][C:51]([F:56])([F:55])[C:52]([OH:54])=[O:53].[OH:30][C:28]1[CH:29]=[C:20]([C:15]2[CH:16]=[CH:17][CH:18]=[CH:19][C:14]=2[CH2:13][O:12][CH2:11][CH2:10][N:7]2[CH2:8][CH2:9][N:4]([CH2:3][C:2]([F:49])([F:48])[F:1])[CH2:5][CH2:6]2)[CH:21]=[C:22]2[C:27]=1[N:26]=[CH:25][NH:24][C:23]2=[O:47]. The yield is 0.630. (7) The reactants are [Br:1][C:2]1[CH:7]=[CH:6][N:5]=[C:4]2[NH:8][CH:9]=[CH:10][C:3]=12.[H-].[Na+].[CH3:13][Si:14]([CH3:21])([CH3:20])[CH2:15][CH2:16][O:17][CH2:18]Cl. The catalyst is CN(C=O)C. The product is [Br:1][C:2]1[CH:7]=[CH:6][N:5]=[C:4]2[N:8]([CH2:18][O:17][CH2:16][CH2:15][Si:14]([CH3:21])([CH3:20])[CH3:13])[CH:9]=[CH:10][C:3]=12. The yield is 0.945. (8) The reactants are P(Cl)(Cl)(Cl)=O.[CH2:6]([N:8]([CH2:22][CH3:23])[CH2:9][CH2:10][N:11]1[CH2:16][CH2:15][C:14]2[NH:17][CH:18]=[C:19]([CH3:20])[C:13]=2[C:12]1=[O:21])[CH3:7].O.[OH-].[Na+].CN(C)[CH:29]=[O:30]. No catalyst specified. The product is [CH2:22]([N:8]([CH2:6][CH3:7])[CH2:9][CH2:10][N:11]1[CH2:16][CH2:15][C:14]2[NH:17][C:18]([CH:29]=[O:30])=[C:19]([CH3:20])[C:13]=2[C:12]1=[O:21])[CH3:23]. The yield is 0.380. (9) The reactants are Cl[C:2]1[N:11]=[C:10]([C:12]([O:14][CH2:15][CH3:16])=[O:13])[C:9]2[C:4](=[C:5]([F:17])[CH:6]=[CH:7][CH:8]=2)[N:3]=1.[Br:18][C:19]1[CH:20]=[C:21](B(O)O)[CH:22]=[CH:23][CH:24]=1. No catalyst specified. The product is [Br:18][C:19]1[CH:24]=[C:23]([C:2]2[N:11]=[C:10]([C:12]([O:14][CH2:15][CH3:16])=[O:13])[C:9]3[C:4](=[C:5]([F:17])[CH:6]=[CH:7][CH:8]=3)[N:3]=2)[CH:22]=[CH:21][CH:20]=1. The yield is 0.710.